Dataset: Forward reaction prediction with 1.9M reactions from USPTO patents (1976-2016). Task: Predict the product of the given reaction. (1) Given the reactants [CH3:1]I.[H-].[Na+].[F:5][C:6]1[CH:7]=[C:8]([C:12]2[CH:20]=[C:19]3[C:15]([CH2:16][CH2:17][CH:18]3[NH:21][C:22]3[CH:23]=[C:24]([CH:33]=[CH:34][CH:35]=3)[O:25][CH2:26][C:27]([O:29][CH:30]([CH3:32])[CH3:31])=[O:28])=[CH:14][CH:13]=2)[CH:9]=[CH:10][CH:11]=1, predict the reaction product. The product is: [F:5][C:6]1[CH:7]=[C:8]([C:12]2[CH:20]=[C:19]3[C:15]([CH2:16][CH2:17][CH:18]3[N:21]([CH3:1])[C:22]3[CH:23]=[C:24]([CH:33]=[CH:34][CH:35]=3)[O:25][CH2:26][C:27]([O:29][CH:30]([CH3:31])[CH3:32])=[O:28])=[CH:14][CH:13]=2)[CH:9]=[CH:10][CH:11]=1. (2) The product is: [OH:1][C:2]1[C:3]([C:17](=[N:19][NH:20][C:21]([C:23]2[CH:24]=[CH:25][C:26]([C:27]([OH:29])=[O:28])=[CH:31][CH:32]=2)=[O:22])[CH3:18])=[N:4][N:5]([CH3:16])[C:6]=1[C:7]1[CH:8]=[CH:9][C:10]([CH:13]([CH3:15])[CH3:14])=[CH:11][CH:12]=1. Given the reactants [OH:1][C:2]1[C:3]([C:17](=[N:19][NH:20][C:21]([C:23]2[CH:32]=[CH:31][C:26]([C:27]([O:29]C)=[O:28])=[CH:25][CH:24]=2)=[O:22])[CH3:18])=[N:4][N:5]([CH3:16])[C:6]=1[C:7]1[CH:12]=[CH:11][C:10]([CH:13]([CH3:15])[CH3:14])=[CH:9][CH:8]=1.CO.[OH-].[Na+].Cl, predict the reaction product. (3) Given the reactants [CH3:1][N:2]1[C:6]2=[N:7][CH:8]=[CH:9][C:10]([N:11]3[CH2:16][CH2:15][CH:14]([C:17]([N:19]4[CH2:23][CH2:22][CH2:21][CH2:20]4)=[O:18])[CH2:13][CH2:12]3)=[C:5]2[C:4]([CH:24]=O)=[CH:3]1.[OH:26][C:27]1[C:32]2[C:33](=[O:36])[CH2:34][O:35][C:31]=2[CH:30]=[CH:29][CH:28]=1, predict the reaction product. The product is: [OH:26][C:27]1[C:32]2[C:33](=[O:36])/[C:34](=[CH:24]/[C:4]3[C:5]4[C:6](=[N:7][CH:8]=[CH:9][C:10]=4[N:11]4[CH2:16][CH2:15][CH:14]([C:17]([N:19]5[CH2:23][CH2:22][CH2:21][CH2:20]5)=[O:18])[CH2:13][CH2:12]4)[N:2]([CH3:1])[CH:3]=3)/[O:35][C:31]=2[CH:30]=[CH:29][CH:28]=1. (4) The product is: [N:11]1([C:15]2[CH:16]=[C:17]([OH:29])[C:18](=[O:21])[NH:19][N:20]=2)[CH2:14][CH2:13][CH2:12]1. Given the reactants C(C1C=C(O)C(=O)NN=1)C.[N:11]1([C:15]2[N:20]=[N:19][C:18]([O:21]CC3C=CC=CC=3)=[C:17]([O:29]CC3C=CC=CC=3)[CH:16]=2)[CH2:14][CH2:13][CH2:12]1, predict the reaction product. (5) Given the reactants C([N:8]([CH2:24][C@H:25]([OH:46])[CH2:26][O:27][C:28]1[CH:33]=[CH:32][C:31]([O:34]CC2C=CC=CC=2)=[C:30]([S:42]([CH3:45])(=[O:44])=[O:43])[CH:29]=1)[C@H:9]1[CH2:14][CH2:13][C@H:12]([C:15]2[CH:23]=[CH:22][C:18]([C:19](O)=[O:20])=[CH:17][CH:16]=2)[CH2:11][CH2:10]1)C1C=CC=CC=1.[C:47]1([C:53]([CH:55]2[CH2:60][CH2:59][NH:58][CH2:57][CH2:56]2)=[O:54])[CH:52]=[CH:51][CH:50]=[CH:49][CH:48]=1, predict the reaction product. The product is: [OH:46][C@@H:25]([CH2:24][NH:8][C@H:9]1[CH2:10][CH2:11][C@H:12]([C:15]2[CH:23]=[CH:22][C:18]([C:19]([N:58]3[CH2:59][CH2:60][CH:55]([CH:53]([OH:54])[C:47]4[CH:48]=[CH:49][CH:50]=[CH:51][CH:52]=4)[CH2:56][CH2:57]3)=[O:20])=[CH:17][CH:16]=2)[CH2:13][CH2:14]1)[CH2:26][O:27][C:28]1[CH:33]=[CH:32][C:31]([OH:34])=[C:30]([S:42]([CH3:45])(=[O:44])=[O:43])[CH:29]=1. (6) Given the reactants Cl.[CH3:2][O:3][C:4]1[CH:5]=[C:6]2[C:11](=[CH:12][CH:13]=1)[C:10]([O:14][C:15]1[CH:20]=[CH:19][C:18](N)=[CH:17][CH:16]=1)=[C:9]([C:22]1[CH:27]=[CH:26][C:25]([S:28]([CH3:31])(=[O:30])=[O:29])=[CH:24][CH:23]=1)[CH:8]=[CH:7]2.[I:32]I.C(ON=O)CC(C)C.S([O-])([O-])(=O)=S.[Na+].[Na+], predict the reaction product. The product is: [CH3:2][O:3][C:4]1[CH:5]=[C:6]2[C:11](=[CH:12][CH:13]=1)[C:10]([O:14][C:15]1[CH:20]=[CH:19][C:18]([I:32])=[CH:17][CH:16]=1)=[C:9]([C:22]1[CH:27]=[CH:26][C:25]([S:28]([CH3:31])(=[O:30])=[O:29])=[CH:24][CH:23]=1)[CH:8]=[CH:7]2. (7) Given the reactants [CH2:1]([O:8][C:9]([C:11]1[C:19]2[C:14](=[CH:15][CH:16]=[C:17]([O:20][CH2:21][CH2:22][CH2:23]Br)[CH:18]=2)[NH:13][C:12]=1[CH3:25])=[O:10])[C:2]1[CH:7]=[CH:6][CH:5]=[CH:4][CH:3]=1.[NH:26]1[CH2:30][CH2:29][CH2:28][CH2:27]1, predict the reaction product. The product is: [CH2:1]([O:8][C:9]([C:11]1[C:19]2[C:14](=[CH:15][CH:16]=[C:17]([O:20][CH2:21][CH2:22][CH2:23][N:26]3[CH2:30][CH2:29][CH2:28][CH2:27]3)[CH:18]=2)[NH:13][C:12]=1[CH3:25])=[O:10])[C:2]1[CH:7]=[CH:6][CH:5]=[CH:4][CH:3]=1. (8) Given the reactants [NH:1]1[CH:5]=[C:4]([C:6]2[CH2:7][CH2:8][N:9]([C:12]([O:14][C:15]([CH3:18])([CH3:17])[CH3:16])=[O:13])[CH2:10][CH:11]=2)[N:3]=[N:2]1.Cl[C:20]1[CH:25]=[N:24][CH:23]=[CH:22][N:21]=1.[OH-].[K+].[H-].[Na+], predict the reaction product. The product is: [N:21]1[CH:22]=[CH:23][N:24]=[CH:25][C:20]=1[N:1]1[CH:5]=[C:4]([C:6]2[CH2:7][CH2:8][N:9]([C:12]([O:14][C:15]([CH3:18])([CH3:17])[CH3:16])=[O:13])[CH2:10][CH:11]=2)[N:3]=[N:2]1. (9) Given the reactants [Cl:1][C:2]1[CH:3]=[C:4]([CH:27]=[CH:28][C:29]=1[O:30][CH2:31][C:32]1[CH:37]=[CH:36][CH:35]=[C:34]([F:38])[CH:33]=1)[NH:5][C:6]1[C:15]2[C:10](=[CH:11][C:12]([O:22][CH2:23][CH2:24][CH2:25]Cl)=[CH:13][C:14]=2[O:16][CH:17]2[CH2:21][CH2:20][CH2:19][CH2:18]2)[N:9]=[CH:8][N:7]=1.[CH3:39][N:40]1[CH2:45][CH2:44][NH:43][CH2:42][CH2:41]1, predict the reaction product. The product is: [ClH:1].[Cl:1][C:2]1[CH:3]=[C:4]([CH:27]=[CH:28][C:29]=1[O:30][CH2:31][C:32]1[CH:37]=[CH:36][CH:35]=[C:34]([F:38])[CH:33]=1)[NH:5][C:6]1[C:15]2[C:10](=[CH:11][C:12]([O:22][CH2:23][CH2:24][CH2:25][N:43]3[CH2:44][CH2:45][N:40]([CH3:39])[CH2:41][CH2:42]3)=[CH:13][C:14]=2[O:16][CH:17]2[CH2:21][CH2:20][CH2:19][CH2:18]2)[N:9]=[CH:8][N:7]=1. (10) Given the reactants [OH:1][C:2]1[CH:7]=[CH:6][C:5]([O:8][C:9]([F:12])([F:11])[F:10])=[CH:4][C:3]=1[C@H:13]1[CH2:17][O:16][C@:15]2([CH2:23][CH2:22][C@@H:21]3[NH:24][C@@:18]2([C:34]2[CH:39]=[CH:38][CH:37]=[CH:36][CH:35]=2)[CH2:19][C@H:20]3[S:25]([C:28]2[CH:33]=[CH:32][CH:31]=[CH:30][CH:29]=2)(=[O:27])=[O:26])[CH2:14]1.N(C(OCC)=O)=N[C:42](OCC)=O.C1(P(C2C=CC=CC=2)C2C=CC=CC=2)C=CC=CC=1.CO, predict the reaction product. The product is: [CH3:42][O:1][C:2]1[CH:7]=[CH:6][C:5]([O:8][C:9]([F:12])([F:10])[F:11])=[CH:4][C:3]=1[C@H:13]1[CH2:17][O:16][C@:15]2([CH2:23][CH2:22][C@@H:21]3[NH:24][C@@:18]2([C:34]2[CH:39]=[CH:38][CH:37]=[CH:36][CH:35]=2)[CH2:19][C@H:20]3[S:25]([C:28]2[CH:29]=[CH:30][CH:31]=[CH:32][CH:33]=2)(=[O:27])=[O:26])[CH2:14]1.